Predict which catalyst facilitates the given reaction. From a dataset of Catalyst prediction with 721,799 reactions and 888 catalyst types from USPTO. (1) Reactant: [CH2:1]([NH:8][C:9]1[CH:14]=[C:13]([NH:15][C:16]2[CH:21]=[CH:20][C:19](Br)=[CH:18][CH:17]=2)[N:12]=[CH:11][C:10]=1[CH2:23][C:24]([NH2:26])=[O:25])[C:2]1[CH:7]=[CH:6][CH:5]=[CH:4][CH:3]=1.[Cu](C#N)[C:28]#[N:29].C(N)CN. Product: [CH2:1]([NH:8][C:9]1[CH:14]=[C:13]([NH:15][C:16]2[CH:21]=[CH:20][C:19]([C:28]#[N:29])=[CH:18][CH:17]=2)[N:12]=[CH:11][C:10]=1[CH2:23][C:24]([NH2:26])=[O:25])[C:2]1[CH:7]=[CH:6][CH:5]=[CH:4][CH:3]=1. The catalyst class is: 60. (2) Reactant: COC[O:4][C:5]1[CH:10]=[CH:9][C:8]([S:11][C:12]2[C:13]([C:25]([NH:27][C:28]3[CH:32]=[CH:31][N:30]([CH3:33])[N:29]=3)=[O:26])=[N:14][C:15]([S:18][C:19]3[N:23]([CH3:24])[CH:22]=[N:21][N:20]=3)=[CH:16][CH:17]=2)=[CH:7][CH:6]=1.FC(F)(F)C(O)=O. Product: [OH:4][C:5]1[CH:10]=[CH:9][C:8]([S:11][C:12]2[C:13]([C:25]([NH:27][C:28]3[CH:32]=[CH:31][N:30]([CH3:33])[N:29]=3)=[O:26])=[N:14][C:15]([S:18][C:19]3[N:23]([CH3:24])[CH:22]=[N:21][N:20]=3)=[CH:16][CH:17]=2)=[CH:7][CH:6]=1. The catalyst class is: 22. (3) Reactant: [N:1]1([N:9]2[CH2:14][CH2:13][CH2:12][CH2:11][CH2:10]2)[CH2:6][CH2:5][C:4](=O)[CH2:3][C:2]1=[O:8].[Cl:15][C:16]1[CH:21]=[C:20]([Cl:22])[CH:19]=[CH:18][C:17]=1[NH:23][CH2:24][C:25]([CH3:27])=O.C1(C)C=CC(S(O)(=O)=O)=CC=1. Product: [Cl:15][C:16]1[CH:21]=[C:20]([Cl:22])[CH:19]=[CH:18][C:17]=1[N:23]1[C:4]2[CH2:5][CH2:6][N:1]([N:9]3[CH2:14][CH2:13][CH2:12][CH2:11][CH2:10]3)[C:2](=[O:8])[C:3]=2[C:25]([CH3:27])=[CH:24]1. The catalyst class is: 11. (4) Reactant: [C:1]([O:5][C:6]([N:8]1[CH2:14][CH2:13][C:12]2[CH:15]=[C:16]([OH:22])[C:17]([N+:19]([O-:21])=[O:20])=[CH:18][C:11]=2[CH2:10][CH2:9]1)=[O:7])([CH3:4])([CH3:3])[CH3:2].CI.[C:25](=O)([O-])[O-].[K+].[K+].O. Product: [C:1]([O:5][C:6]([N:8]1[CH2:14][CH2:13][C:12]2[CH:15]=[C:16]([O:22][CH3:25])[C:17]([N+:19]([O-:21])=[O:20])=[CH:18][C:11]=2[CH2:10][CH2:9]1)=[O:7])([CH3:4])([CH3:2])[CH3:3]. The catalyst class is: 9. (5) Reactant: [C:1]([O:5][C:6](=[O:30])[C:7]([CH3:29])([S:9][C:10]1[S:11][CH:12]=[C:13]([CH2:15][CH2:16][CH2:17][N:18]2C(=O)C3=CC=CC=C3C2=O)[N:14]=1)[CH3:8])([CH3:4])([CH3:3])[CH3:2].O.NN. Product: [C:1]([O:5][C:6](=[O:30])[C:7]([S:9][C:10]1[S:11][CH:12]=[C:13]([CH2:15][CH2:16][CH2:17][NH2:18])[N:14]=1)([CH3:29])[CH3:8])([CH3:3])([CH3:2])[CH3:4]. The catalyst class is: 8. (6) Reactant: [F:1][C:2]1[CH:7]=[CH:6][C:5]([CH2:8][CH2:9][NH:10][CH3:11])=[C:4]([N+:12]([O-:14])=[O:13])[CH:3]=1.Br[CH2:16][C:17]([O:19][CH2:20][CH3:21])=[O:18].C(=O)([O-])[O-].[K+].[K+]. Product: [CH2:20]([O:19][C:17](=[O:18])[CH2:16][N:10]([CH2:9][CH2:8][C:5]1[CH:6]=[CH:7][C:2]([F:1])=[CH:3][C:4]=1[N+:12]([O-:14])=[O:13])[CH3:11])[CH3:21]. The catalyst class is: 10. (7) Reactant: Br[C:2]1[CH:7]=[CH:6][C:5]([C@H:8]([NH:10][S:11]([C:13]([CH3:16])([CH3:15])[CH3:14])=[O:12])[CH3:9])=[C:4]([F:17])[CH:3]=1.CN(C)CCN(C)C.C([Li])CCC.CCCCCC.[B:37](OC(C)C)([O:42]C(C)C)[O:38]C(C)C. Product: [F:17][C:4]1[CH:3]=[C:2]([B:37]([OH:42])[OH:38])[CH:7]=[CH:6][C:5]=1[C@H:8]([NH:10][S:11]([C:13]([CH3:16])([CH3:15])[CH3:14])=[O:12])[CH3:9]. The catalyst class is: 27.